Dataset: Full USPTO retrosynthesis dataset with 1.9M reactions from patents (1976-2016). Task: Predict the reactants needed to synthesize the given product. (1) Given the product [CH2:13]([N:3]([CH2:1][CH3:2])[C:4]1[CH:5]=[N:6][N:7]2[C:12]([I:20])=[CH:11][CH:10]=[CH:9][C:8]=12)[CH3:14], predict the reactants needed to synthesize it. The reactants are: [CH2:1]([N:3]([CH2:13][CH3:14])[C:4]1[CH:5]=[N:6][N:7]2[CH:12]=[CH:11][CH:10]=[CH:9][C:8]=12)[CH3:2].C([Li])CCC.[I:20]CCI.C(OCC)(=O)C.CCCCCC. (2) Given the product [CH2:1]([O:3][C:4]([C:5]1[CH:10]=[C:9]2[C:8](=[CH:7][CH:6]=1)[NH:11][CH:20]([C:16]1[CH:17]=[N:18][CH:19]=[C:14]([Br:13])[CH:15]=1)[CH2:48][C:49]2([CH3:51])[CH3:50])=[O:12])[CH3:2], predict the reactants needed to synthesize it. The reactants are: [CH2:1]([O:3][C:4](=[O:12])[C:5]1[CH:10]=[CH:9][C:8]([NH2:11])=[CH:7][CH:6]=1)[CH3:2].[Br:13][C:14]1[CH:15]=[C:16]([CH:20]=O)[CH:17]=[N:18][CH:19]=1.O.[O-]S(C(F)(F)F)(=O)=O.[Yb+3].[O-]S(C(F)(F)F)(=O)=O.[O-]S(C(F)(F)F)(=O)=O.[CH2:48]=[C:49]([CH3:51])[CH3:50]. (3) Given the product [NH2:37][C:34]1[CH:33]=[CH:32][C:31]([O:30][CH2:29][CH2:28][O:27][CH2:26][CH2:25][O:24][CH2:23][CH2:22][O:21][CH2:20][CH2:19][NH:18][C:14]2[CH:13]=[CH:12][CH:11]=[C:10]3[C:15]=2[C:16](=[O:17])[N:8]([CH:7]2[CH2:6][CH2:5][C:4](=[O:41])[NH:3][C:2]2=[O:1])[C:9]3=[O:40])=[CH:36][CH:35]=1, predict the reactants needed to synthesize it. The reactants are: [O:1]=[C:2]1[CH:7]([N:8]2[C:16](=[O:17])[C:15]3[C:10](=[CH:11][CH:12]=[CH:13][C:14]=3[NH:18][CH2:19][CH2:20][O:21][CH2:22][CH2:23][O:24][CH2:25][CH2:26][O:27][CH2:28][CH2:29][O:30][C:31]3[CH:36]=[CH:35][C:34]([N+:37]([O-])=O)=[CH:33][CH:32]=3)[C:9]2=[O:40])[CH2:6][CH2:5][C:4](=[O:41])[NH:3]1.[Cl-].[NH4+]. (4) Given the product [CH2:1]([C:3]1[S:28][C:6]2[N:7]([CH2:13][C:14]3[CH:19]=[CH:18][C:17]([C:20]4[C:21]([C:26]#[N:27])=[CH:22][CH:23]=[CH:24][CH:25]=4)=[CH:16][CH:15]=3)[C:8](=[O:12])[N:9]([CH2:30][C:31]([C:33]3[CH:38]=[CH:37][C:36]([O:39][CH3:40])=[CH:35][CH:34]=3)=[O:32])[C:10](=[O:11])[C:5]=2[CH:4]=1)[CH3:2], predict the reactants needed to synthesize it. The reactants are: [CH2:1]([C:3]1[S:28][C:6]2[N:7]([CH2:13][C:14]3[CH:19]=[CH:18][C:17]([C:20]4[C:21]([C:26]#[N:27])=[CH:22][CH:23]=[CH:24][CH:25]=4)=[CH:16][CH:15]=3)[C:8](=[O:12])[NH:9][C:10](=[O:11])[C:5]=2[CH:4]=1)[CH3:2].Br[CH2:30][C:31]([C:33]1[CH:38]=[CH:37][C:36]([O:39][CH3:40])=[CH:35][CH:34]=1)=[O:32].CN(C)C=O.[H-].[Na+]. (5) Given the product [CH3:14][N:15]([CH3:19])[CH2:16][CH2:17][NH:18][S:2]([C:5]1[CH:13]=[CH:12][C:8]([C:9]([OH:11])=[O:10])=[CH:7][CH:6]=1)(=[O:4])=[O:3], predict the reactants needed to synthesize it. The reactants are: Cl[S:2]([C:5]1[CH:13]=[CH:12][C:8]([C:9]([OH:11])=[O:10])=[CH:7][CH:6]=1)(=[O:4])=[O:3].[CH3:14][N:15]([CH3:19])[CH2:16][CH2:17][NH2:18].Cl. (6) Given the product [C:1]([O:5][C:6](=[O:7])[NH:8][C@@H:9]([CH2:28][C:29]1[CH:30]=[CH:31][CH:32]=[CH:33][CH:34]=1)[C@@H:10]([OH:27])[C@@H:11]([NH:15][CH2:16][C:17]1[CH:22]=[CH:21][C:20]([O:23][CH3:24])=[CH:19][C:18]=1[O:25][CH3:26])[C:12](=[O:14])[NH:35][C@H:36]([C:37](=[O:38])[NH:39][CH2:40][C:41]1[CH:46]=[CH:45][C:44]([O:47][CH3:48])=[CH:43][C:42]=1[OH:49])[CH:50]([CH3:52])[CH3:51])([CH3:4])([CH3:2])[CH3:3], predict the reactants needed to synthesize it. The reactants are: [C:1]([O:5][C:6]([NH:8][C@@H:9]([CH2:28][C:29]1[CH:34]=[CH:33][CH:32]=[CH:31][CH:30]=1)[C@@H:10]([OH:27])[C@@H:11]([NH:15][CH2:16][C:17]1[CH:22]=[CH:21][C:20]([O:23][CH3:24])=[CH:19][C:18]=1[O:25][CH3:26])[C:12]([OH:14])=O)=[O:7])([CH3:4])([CH3:3])[CH3:2].[NH2:35][C@@H:36]([CH:50]([CH3:52])[CH3:51])[C:37]([NH:39][CH2:40][C:41]1[CH:46]=[CH:45][C:44]([O:47][CH3:48])=[CH:43][C:42]=1[OH:49])=[O:38].